Dataset: Reaction yield outcomes from USPTO patents with 853,638 reactions. Task: Predict the reaction yield, written as a fraction of the theoretical maximum amount of product (1.0 means a 100% yield; for example, 0.34 means a 34% yield). (1) The reactants are [CH3:1][C:2]1[CH:7]=[C:6]([CH3:8])[NH:5][C:4](=[O:9])[C:3]=1[CH2:10][NH:11][C:12]([C:14]1[CH:15]=[C:16]([C:30]2[CH:35]=[CH:34][C:33]([CH2:36][N:37]3[CH2:42][CH2:41][O:40][CH2:39][CH2:38]3)=[CH:32][CH:31]=2)[CH:17]=[C:18]([N:21]([CH2:28][CH3:29])[CH:22]2[CH2:27][CH2:26][NH:25][CH2:24][CH2:23]2)[C:19]=1[CH3:20])=[O:13].C(N(CC)CC)C.[S:50](Cl)([CH3:53])(=[O:52])=[O:51].[OH-].[Na+]. The catalyst is C(Cl)Cl.CO.O. The product is [CH3:1][C:2]1[CH:7]=[C:6]([CH3:8])[NH:5][C:4](=[O:9])[C:3]=1[CH2:10][NH:11][C:12]([C:14]1[CH:15]=[C:16]([C:30]2[CH:35]=[CH:34][C:33]([CH2:36][N:37]3[CH2:38][CH2:39][O:40][CH2:41][CH2:42]3)=[CH:32][CH:31]=2)[CH:17]=[C:18]([N:21]([CH2:28][CH3:29])[CH:22]2[CH2:23][CH2:24][N:25]([S:50]([CH3:53])(=[O:52])=[O:51])[CH2:26][CH2:27]2)[C:19]=1[CH3:20])=[O:13]. The yield is 0.455. (2) The reactants are [C:1]([C:5]1[CH:9]=[C:8]([NH:10][C:11](=[O:42])[NH:12][C:13]2[C:22]3[C:17](=[CH:18][CH:19]=[CH:20][CH:21]=3)[C:16]([O:23][CH2:24][C:25]([C:28]3[CH:33]=[CH:32][N:31]=[C:30]([NH:34]C(=O)OC(C)(C)C)[CH:29]=3)([CH3:27])[CH3:26])=[CH:15][CH:14]=2)[N:7]([C:43]2[CH:48]=[CH:47][C:46]([CH3:49])=[CH:45][CH:44]=2)[N:6]=1)([CH3:4])([CH3:3])[CH3:2].C(O)(C(F)(F)F)=O. The catalyst is C(Cl)Cl. The product is [NH2:34][C:30]1[CH:29]=[C:28]([C:25]([CH3:27])([CH3:26])[CH2:24][O:23][C:16]2[C:17]3[C:22](=[CH:21][CH:20]=[CH:19][CH:18]=3)[C:13]([NH:12][C:11]([NH:10][C:8]3[N:7]([C:43]4[CH:44]=[CH:45][C:46]([CH3:49])=[CH:47][CH:48]=4)[N:6]=[C:5]([C:1]([CH3:4])([CH3:3])[CH3:2])[CH:9]=3)=[O:42])=[CH:14][CH:15]=2)[CH:33]=[CH:32][N:31]=1. The yield is 1.00.